Predict the product of the given reaction. From a dataset of Forward reaction prediction with 1.9M reactions from USPTO patents (1976-2016). (1) Given the reactants [CH2:1]([C:8]1[S:12][C:11]([NH:13][C:14]([C:16]2[CH:21]=[CH:20][C:19]([NH:22]C(=O)OC(C)(C)C)=[CH:18][CH:17]=2)=[O:15])=[N:10][N:9]=1)[C:2]1[CH:7]=[CH:6][CH:5]=[CH:4][CH:3]=1.FC(F)(F)C(O)=O, predict the reaction product. The product is: [NH2:22][C:19]1[CH:20]=[CH:21][C:16]([C:14]([NH:13][C:11]2[S:12][C:8]([CH2:1][C:2]3[CH:7]=[CH:6][CH:5]=[CH:4][CH:3]=3)=[N:9][N:10]=2)=[O:15])=[CH:17][CH:18]=1. (2) Given the reactants [Cl-].O[NH3+:3].[C:4](=[O:7])([O-])[OH:5].[Na+].CS(C)=O.[O:13]=[C:14]1[C:19]([CH2:20][C:21]2[CH:26]=[CH:25][C:24]([C:27]3[C:28]([C:33]#[N:34])=[CH:29][CH:30]=[CH:31][CH:32]=3)=[CH:23][CH:22]=2)=[C:18]([CH2:35][CH2:36][CH3:37])[N:17]2[N:38]=[CH:39][N:40]=[C:16]2[N:15]1[CH:41]1[CH2:46][CH2:45][O:44][CH2:43][CH2:42]1, predict the reaction product. The product is: [O:7]=[C:4]1[O:5][N:3]=[C:33]([C:28]2[CH:29]=[CH:30][CH:31]=[CH:32][C:27]=2[C:24]2[CH:23]=[CH:22][C:21]([CH2:20][C:19]3[C:14](=[O:13])[N:15]([CH:41]4[CH2:42][CH2:43][O:44][CH2:45][CH2:46]4)[C:16]4[N:17]([N:38]=[CH:39][N:40]=4)[C:18]=3[CH2:35][CH2:36][CH3:37])=[CH:26][CH:25]=2)[NH:34]1. (3) Given the reactants Cl[CH2:2][CH2:3][CH2:4][O:5][C:6]1[CH:11]=[CH:10][C:9]([C:12]2([CH2:18][N:19]([CH3:21])[CH3:20])[CH2:17][CH2:16][O:15][CH2:14][CH2:13]2)=[CH:8][CH:7]=1.[CH3:22][N:23]1[CH2:28][CH2:27][NH:26][CH2:25][CH2:24]1.C(=O)(O)[O-].[Na+].[I-].[K+], predict the reaction product. The product is: [CH3:20][N:19]([CH3:21])[CH2:18][C:12]1([C:9]2[CH:10]=[CH:11][C:6]([O:5][CH2:4][CH2:3][CH2:2][N:26]3[CH2:27][CH2:28][N:23]([CH3:22])[CH2:24][CH2:25]3)=[CH:7][CH:8]=2)[CH2:17][CH2:16][O:15][CH2:14][CH2:13]1. (4) Given the reactants CC1(C)[O:6][C@H:5]([CH2:7][CH:8]=O)[C:4](=[O:10])O1.[NH2:12][CH:13]1[CH2:18][CH2:17][N:16]([C:19]([O:21][C:22]([CH3:25])([CH3:24])[CH3:23])=[O:20])[CH2:15][CH2:14]1.C(O)(=O)C.[BH-](OC(C)=O)(OC(C)=O)OC(C)=O.[Na+], predict the reaction product. The product is: [OH:6][C@@H:5]1[CH2:7][CH2:8][N:12]([CH:13]2[CH2:14][CH2:15][N:16]([C:19]([O:21][C:22]([CH3:25])([CH3:24])[CH3:23])=[O:20])[CH2:17][CH2:18]2)[C:4]1=[O:10]. (5) Given the reactants C(OC[N:10]1[C:14]([C:15]2[CH:20]=[CH:19][N:18]=[C:17]([C:21]#[N:22])[CH:16]=2)=[N:13][C:12]([C:23]2[CH:28]=[CH:27][N:26]=[CH:25][CH:24]=2)=[N:11]1)C1C=CC=CC=1.C1(C)C=CC=CC=1.[CH3:36][S:37]([OH:40])(=[O:39])=[O:38], predict the reaction product. The product is: [CH3:36][S:37]([OH:40])(=[O:39])=[O:38].[C:21]([C:17]1[CH:16]=[C:15]([C:14]2[NH:10][N:11]=[C:12]([C:23]3[CH:28]=[CH:27][N:26]=[CH:25][CH:24]=3)[N:13]=2)[CH:20]=[CH:19][N:18]=1)#[N:22]. (6) Given the reactants Cl[C:2]1[C:7]([N+:8]([O-:10])=[O:9])=[CH:6][CH:5]=[C:4]([O:11][CH3:12])[N:3]=1.[C:13]([O:17][C:18](=[O:25])[NH:19][CH2:20][C@@H:21]([OH:24])[CH2:22][NH2:23])([CH3:16])([CH3:15])[CH3:14], predict the reaction product. The product is: [C:13]([O:17][C:18](=[O:25])[NH:19][CH2:20][C@@H:21]([OH:24])[CH2:22][NH:23][C:2]1[C:7]([N+:8]([O-:10])=[O:9])=[CH:6][CH:5]=[C:4]([O:11][CH3:12])[N:3]=1)([CH3:16])([CH3:14])[CH3:15].